Dataset: Catalyst prediction with 721,799 reactions and 888 catalyst types from USPTO. Task: Predict which catalyst facilitates the given reaction. (1) Reactant: Br[C:2]1[C:3]([C:12]([F:15])([F:14])[F:13])=[CH:4][C:5]([NH:8][C:9](=[O:11])[CH3:10])=[N:6][CH:7]=1.O1CCCC1.[Cl-].[Li+].C([Mg]Cl)(C)C.[B:28](OC(C)C)([O:33][CH:34]([CH3:36])C)[O:29][CH:30](C)[CH3:31].CC1CCCO1.[NH:47](CCO)CCO. Product: [O:29]1[CH2:30][CH2:31][NH:47][CH2:36][CH2:34][O:33][B:28]1[C:2]1[C:3]([C:12]([F:15])([F:14])[F:13])=[CH:4][C:5]([NH:8][C:9](=[O:11])[CH3:10])=[N:6][CH:7]=1. The catalyst class is: 32. (2) Reactant: [NH2:1][C:2]1[CH:7]=[CH:6][C:5]([N:8]2[C:14](=[O:15])[CH2:13][C:12](=[O:16])[NH:11][C:10]3[C:17]4[C:22]([CH:23]=[CH:24][C:9]2=3)=[CH:21][CH:20]=[CH:19][CH:18]=4)=[CH:4][CH:3]=1.[N:25]1[CH:30]=[CH:29][CH:28]=[C:27]([S:31](Cl)(=[O:33])=[O:32])[CH:26]=1. Product: [O:16]=[C:12]1[NH:11][C:10]2[C:17]3[C:22]([CH:23]=[CH:24][C:9]=2[N:8]([C:5]2[CH:6]=[CH:7][C:2]([NH:1][S:31]([C:27]4[CH:26]=[N:25][CH:30]=[CH:29][CH:28]=4)(=[O:33])=[O:32])=[CH:3][CH:4]=2)[C:14](=[O:15])[CH2:13]1)=[CH:21][CH:20]=[CH:19][CH:18]=3. The catalyst class is: 17. (3) Reactant: [CH2:1]([N:8]=[C:9]=[O:10])[C:2]1[CH:7]=[CH:6][CH:5]=[CH:4][CH:3]=1.[CH3:11][O:12][C:13]1[CH:18]=[CH:17][C:16]([CH3:19])=[CH:15][C:14]=1[NH:20][C:21]([NH:23][C:24]1[CH:29]=[CH:28][C:27]([N:30]2[CH2:35][CH2:34][NH:33][CH2:32][CH2:31]2)=[CH:26][CH:25]=1)=[O:22].CO. Product: [CH2:1]([NH:8][C:9]([N:33]1[CH2:34][CH2:35][N:30]([C:27]2[CH:28]=[CH:29][C:24]([NH:23][C:21]([NH:20][C:14]3[CH:15]=[C:16]([CH3:19])[CH:17]=[CH:18][C:13]=3[O:12][CH3:11])=[O:22])=[CH:25][CH:26]=2)[CH2:31][CH2:32]1)=[O:10])[C:2]1[CH:7]=[CH:6][CH:5]=[CH:4][CH:3]=1. The catalyst class is: 7.